Dataset: Full USPTO retrosynthesis dataset with 1.9M reactions from patents (1976-2016). Task: Predict the reactants needed to synthesize the given product. Given the product [Br:1][C:2]1[CH:7]=[CH:6][C:5]([C@H:8]2[N:11]([C:12]3[CH:13]=[CH:14][CH:15]=[CH:16][CH:17]=3)[C:10](=[O:18])[C@@H:9]2[CH2:19][CH2:20][C@H:21]([O:29][Si:30]([C:33]([CH3:34])([CH3:36])[CH3:35])([CH3:32])[CH3:31])[C:22]2[CH:23]=[CH:24][C:25]([F:28])=[CH:26][CH:27]=2)=[C:4]([O:37][Si:57]([C:60]([CH3:63])([CH3:62])[CH3:61])([CH3:59])[CH3:58])[CH:3]=1, predict the reactants needed to synthesize it. The reactants are: [Br:1][C:2]1[CH:7]=[CH:6][C:5]([C@H:8]2[N:11]([C:12]3[CH:17]=[CH:16][CH:15]=[CH:14][CH:13]=3)[C:10](=[O:18])[C@@H:9]2[CH2:19][CH2:20][C@H:21]([O:29][Si:30]([C:33]([CH3:36])([CH3:35])[CH3:34])([CH3:32])[CH3:31])[C:22]2[CH:27]=[CH:26][C:25]([F:28])=[CH:24][CH:23]=2)=[C:4]([OH:37])[CH:3]=1.CN(C)C=O.N1C(C)=CC=CC=1C.FC(F)(F)S(O[Si:57]([C:60]([CH3:63])([CH3:62])[CH3:61])([CH3:59])[CH3:58])(=O)=O.